This data is from Catalyst prediction with 721,799 reactions and 888 catalyst types from USPTO. The task is: Predict which catalyst facilitates the given reaction. Reactant: FC(F)(F)C([O-])=O.[CH2:8]([NH:12][C:13]([C@H:15]([CH3:42])[CH2:16][C@H:17]([OH:41])[C@@H:18]([NH:35][C:36]([C@@H:38]([NH3+:40])[CH3:39])=[O:37])[CH2:19][C:20]1[CH:25]=[CH:24][CH:23]=[C:22]([O:26][CH2:27][CH2:28][CH2:29][CH2:30][CH2:31][C:32](O)=[O:33])[CH:21]=1)=[O:14])[CH2:9][CH2:10][CH3:11].F[P-](F)(F)(F)(F)F.N1(O[P+](N(C)C)(N(C)C)N(C)C)C2C=CC=CC=2N=N1.C(N(C(C)C)CC)(C)C. Product: [CH2:8]([NH:12][C:13](=[O:14])[C@H:15]([CH3:42])[CH2:16][C@H:17]([OH:41])[C@@H:18]1[CH2:19][C:20]2=[CH:21][C:22](=[CH:23][CH:24]=[CH:25]2)[O:26][CH2:27][CH2:28][CH2:29][CH2:30][CH2:31][C:32](=[O:33])[NH:40][C@@H:38]([CH3:39])[C:36](=[O:37])[NH:35]1)[CH2:9][CH2:10][CH3:11]. The catalyst class is: 3.